From a dataset of Reaction yield outcomes from USPTO patents with 853,638 reactions. Predict the reaction yield, written as a fraction of the theoretical maximum amount of product (1.0 means a 100% yield; for example, 0.34 means a 34% yield). (1) The catalyst is CS(C)=O. The yield is 0.700. The product is [Br:8][C:9]1[CH:14]=[CH:13][C:12]([CH2:15][CH2:16][O:17][CH2:4][CH:5]([CH3:7])[CH3:6])=[CH:11][CH:10]=1. The reactants are [OH-].[K+].Br[CH2:4][CH:5]([CH3:7])[CH3:6].[Br:8][C:9]1[CH:14]=[CH:13][C:12]([CH2:15][CH2:16][OH:17])=[CH:11][CH:10]=1.O. (2) The reactants are OS(O)(=O)=O.O[C:7]1([CH2:11][C:12]([O:14][CH2:15][CH3:16])=[O:13])[CH2:10][CH2:9][CH2:8]1.[C:17](#[N:24])[C:18]1[CH:23]=[CH:22][CH:21]=[CH:20][CH:19]=1.[OH-:25].[Na+]. No catalyst specified. The product is [C:17]([NH:24][C:7]1([CH2:11][C:12]([O:14][CH2:15][CH3:16])=[O:13])[CH2:10][CH2:9][CH2:8]1)(=[O:25])[C:18]1[CH:23]=[CH:22][CH:21]=[CH:20][CH:19]=1. The yield is 0.510. (3) The reactants are S(Cl)(Cl)=O.[NH2:5][C:6]1[CH:14]=[CH:13][C:12]([CH3:15])=[CH:11][C:7]=1[C:8]([OH:10])=[O:9].[CH3:16]O. No catalyst specified. The product is [CH3:16][O:9][C:8](=[O:10])[C:7]1[CH:11]=[C:12]([CH3:15])[CH:13]=[CH:14][C:6]=1[NH2:5]. The yield is 0.610. (4) The reactants are B.C1COCC1.[CH2:7]([O:9][C:10]([C@@H:12]1[CH2:14][C@H:13]1[C:15]([OH:17])=O)=[O:11])[CH3:8].[C:18]([Si:22](Cl)([C:29]1[CH:34]=[CH:33][CH:32]=[CH:31][CH:30]=1)[C:23]1[CH:28]=[CH:27][CH:26]=[CH:25][CH:24]=1)([CH3:21])([CH3:20])[CH3:19].N1C=CN=C1. The catalyst is C1COCC1.O.CO. The product is [Si:22]([O:17][CH2:15][C@@H:13]1[CH2:14][C@H:12]1[C:10]([O:9][CH2:7][CH3:8])=[O:11])([C:18]([CH3:21])([CH3:20])[CH3:19])([C:29]1[CH:30]=[CH:31][CH:32]=[CH:33][CH:34]=1)[C:23]1[CH:28]=[CH:27][CH:26]=[CH:25][CH:24]=1. The yield is 0.790. (5) The reactants are Cl.[NH2:2][CH2:3][C:4]([C:6]1[CH:11]=[CH:10][CH:9]=[CH:8][CH:7]=1)=[O:5].C(N(CC)CC)C.Cl[CH2:20][CH2:21][S:22](Cl)(=[O:24])=[O:23].Cl. The catalyst is ClCCl. The product is [CH:21]([S:22]([NH:2][CH2:3][C:4]([C:6]1[CH:11]=[CH:10][CH:9]=[CH:8][CH:7]=1)=[O:5])(=[O:24])=[O:23])=[CH2:20]. The yield is 0.320. (6) The reactants are [N:1]1[CH:6]=[CH:5][CH:4]=[CH:3][C:2]=1[C:7]([C:9]1([C:17]2[CH:22]=[C:21]([C:23]([F:26])([F:25])[F:24])[CH:20]=[CH:19][N:18]=2)[CH2:12][C:11]2([O:16][CH2:15][CH2:14][O:13]2)[CH2:10]1)=[O:8].[BH4-].[Na+].O. The catalyst is ClCCl.CO. The product is [N:1]1[CH:6]=[CH:5][CH:4]=[CH:3][C:2]=1[CH:7]([C:9]1([C:17]2[CH:22]=[C:21]([C:23]([F:25])([F:26])[F:24])[CH:20]=[CH:19][N:18]=2)[CH2:12][C:11]2([O:13][CH2:14][CH2:15][O:16]2)[CH2:10]1)[OH:8]. The yield is 0.980. (7) The reactants are [NH:1]1[CH:5]=[N:4][CH:3]=[N:2]1.[H-].[Na+].[F:8][C:9]1[CH:14]=[CH:13][C:12]([F:15])=[CH:11][C:10]=1[C@@:16]1([C@@H:19]([OH:21])[CH3:20])[CH2:18][O:17]1.C(O)(=O)C(O)=O. The catalyst is CS(C)=O. The product is [F:8][C:9]1[CH:14]=[CH:13][C:12]([F:15])=[CH:11][C:10]=1[C@:16]([OH:17])([C@H:19]([OH:21])[CH3:20])[CH2:18][N:1]1[CH:5]=[N:4][CH:3]=[N:2]1. The yield is 0.667.